Regression. Given a peptide amino acid sequence and an MHC pseudo amino acid sequence, predict their binding affinity value. This is MHC class II binding data. From a dataset of Peptide-MHC class II binding affinity with 134,281 pairs from IEDB. (1) The peptide sequence is SSYAATEVANAAAGQ. The MHC is DRB1_1201 with pseudo-sequence DRB1_1201. The binding affinity (normalized) is 0. (2) The peptide sequence is AAPGAGYTPATPAAP. The MHC is HLA-DPA10201-DPB10501 with pseudo-sequence HLA-DPA10201-DPB10501. The binding affinity (normalized) is 0. (3) The peptide sequence is EVVAATPTSLLISWG. The MHC is DRB1_1201 with pseudo-sequence DRB1_1201. The binding affinity (normalized) is 0.239. (4) The peptide sequence is AATQARAAAAAFEAA. The MHC is DRB4_0101 with pseudo-sequence DRB4_0103. The binding affinity (normalized) is 0.162.